Dataset: Reaction yield outcomes from USPTO patents with 853,638 reactions. Task: Predict the reaction yield, written as a fraction of the theoretical maximum amount of product (1.0 means a 100% yield; for example, 0.34 means a 34% yield). (1) The reactants are C(=O)([O-])[O-].[K+].[K+].[OH:7][C:8]1[CH:12]=[C:11]([CH3:13])[NH:10][N:9]=1.F[C:15]1[CH:16]=[CH:17][C:18]([N+:25]([O-:27])=[O:26])=[C:19]([C:21]([F:24])([F:23])[F:22])[CH:20]=1.Cl. The catalyst is CN(C=O)C. The product is [CH3:13][C:11]1[NH:10][N:9]=[C:8]([O:7][C:15]2[CH:16]=[CH:17][C:18]([N+:25]([O-:27])=[O:26])=[C:19]([C:21]([F:22])([F:24])[F:23])[CH:20]=2)[CH:12]=1. The yield is 0.636. (2) The yield is 0.100. The reactants are [Cl:1][C:2]1[CH:3]=[CH:4][C:5]([NH:8][C:9](=[O:29])[C:10]2[CH:15]=[C:14](I)[CH:13]=[CH:12][C:11]=2[NH:17][C:18]([CH:20]2[CH2:25][CH2:24][N:23]([CH:26]([CH3:28])[CH3:27])[CH2:22][CH2:21]2)=[O:19])=[N:6][CH:7]=1.[Cl-].[Li+].C([Sn](CCCC)(CCCC)[C:37]1[CH:42]=[CH:41][N:40]=[CH:39][CH:38]=1)CCC. The product is [Cl:1][C:2]1[CH:3]=[CH:4][C:5]([NH:8][C:9](=[O:29])[C:10]2[CH:15]=[C:14]([C:37]3[CH:42]=[CH:41][N:40]=[CH:39][CH:38]=3)[CH:13]=[CH:12][C:11]=2[NH:17][C:18]([CH:20]2[CH2:25][CH2:24][N:23]([CH:26]([CH3:28])[CH3:27])[CH2:22][CH2:21]2)=[O:19])=[N:6][CH:7]=1. The catalyst is O1CCOCC1.Cl[Pd](Cl)([P](C1C=CC=CC=1)(C1C=CC=CC=1)C1C=CC=CC=1)[P](C1C=CC=CC=1)(C1C=CC=CC=1)C1C=CC=CC=1.